This data is from Forward reaction prediction with 1.9M reactions from USPTO patents (1976-2016). The task is: Predict the product of the given reaction. (1) Given the reactants [NH2:1][C@@H:2]([CH2:22][C:23]1[CH:28]=[CH:27][CH:26]=[CH:25][CH:24]=1)[C@@H:3]([OH:21])[CH2:4][C@@H:5]([NH:13][C:14](=[O:20])[O:15][C:16]([CH3:19])([CH3:18])[CH3:17])[CH2:6][C:7]1[CH:12]=[CH:11][CH:10]=[CH:9][CH:8]=1.FC(F)(F)C(O)=O.[CH3:36][O:37][CH2:38][C:39]1[S:40][CH:41]=[C:42]([CH2:44][N:45]2[CH2:49][CH2:48][N:47]([C@@H:50]([C:54]([CH3:57])([CH3:56])[CH3:55])[C:51](O)=[O:52])[C:46]2=[O:58])[N:43]=1.CCOP(ON1N=NC2C=CC=CC=2C1=O)(OCC)=O.C(N(CC)C(C)C)(C)C, predict the reaction product. The product is: [CH2:6]([C@H:5]([NH:13][C:14](=[O:20])[O:15][C:16]([CH3:19])([CH3:17])[CH3:18])[CH2:4][C@H:3]([OH:21])[C@@H:2]([NH:1][C:51](=[O:52])[C@@H:50]([N:47]1[CH2:48][CH2:49][N:45]([CH2:44][C:42]2[N:43]=[C:39]([CH2:38][O:37][CH3:36])[S:40][CH:41]=2)[C:46]1=[O:58])[C:54]([CH3:57])([CH3:56])[CH3:55])[CH2:22][C:23]1[CH:28]=[CH:27][CH:26]=[CH:25][CH:24]=1)[C:7]1[CH:12]=[CH:11][CH:10]=[CH:9][CH:8]=1. (2) Given the reactants [Cl:1][C:2]1[CH:16]=[C:15]2[C:5]([C:6]([OH:23])=[C:7]([C:18](OCC)=[O:19])[C:8](=[O:17])[C:9]32[CH2:14][CH2:13][O:12][CH2:11][CH2:10]3)=[CH:4][C:3]=1[F:24].C(N(C(C)C)C(C)C)C.Cl.[NH2:35][CH2:36][C:37]([O:39][C:40]([CH3:43])([CH3:42])[CH3:41])=[O:38], predict the reaction product. The product is: [Cl:1][C:2]1[CH:16]=[C:15]2[C:5]([C:6]([OH:23])=[C:7]([C:18]([NH:35][CH2:36][C:37]([O:39][C:40]([CH3:43])([CH3:42])[CH3:41])=[O:38])=[O:19])[C:8](=[O:17])[C:9]32[CH2:10][CH2:11][O:12][CH2:13][CH2:14]3)=[CH:4][C:3]=1[F:24].